This data is from Forward reaction prediction with 1.9M reactions from USPTO patents (1976-2016). The task is: Predict the product of the given reaction. (1) Given the reactants [F:1][C:2]1[CH:7]=[CH:6][C:5]([S:8]([NH:11][C:12]2[C:13]([O:27][CH3:28])=[N:14][CH:15]=[C:16](B3OC(C)(C)C(C)(C)O3)[CH:17]=2)(=[O:10])=[O:9])=[CH:4][CH:3]=1.Br[C:30]1[CH:31]=[CH:32][C:33]2[N:34]([C:36]([C:39]#[C:40][Si:41]([CH3:44])([CH3:43])[CH3:42])=[CH:37][N:38]=2)[N:35]=1.C(Cl)Cl.C([O-])([O-])=O.[Na+].[Na+], predict the reaction product. The product is: [F:1][C:2]1[CH:3]=[CH:4][C:5]([S:8]([NH:11][C:12]2[C:13]([O:27][CH3:28])=[N:14][CH:15]=[C:16]([C:30]3[CH:31]=[CH:32][C:33]4[N:34]([C:36]([C:39]#[C:40][Si:41]([CH3:42])([CH3:44])[CH3:43])=[CH:37][N:38]=4)[N:35]=3)[CH:17]=2)(=[O:9])=[O:10])=[CH:6][CH:7]=1. (2) Given the reactants [CH3:1][C:2]1[NH:6][N:5]=[C:4]([C:7]([OH:9])=O)[CH:3]=1.CCN=C=NCCCN(C)C.C1C=CC2N(O)N=NC=2C=1.[F:31][C:32]([C:35]1[CH:40]=[CH:39][C:38]([C:41](=[N:43]O)[NH2:42])=[CH:37][CH:36]=1)([CH3:34])[CH3:33], predict the reaction product. The product is: [F:31][C:32]([C:35]1[CH:40]=[CH:39][C:38]([C:41]2[N:42]=[C:7]([C:4]3[CH:3]=[C:2]([CH3:1])[NH:6][N:5]=3)[O:9][N:43]=2)=[CH:37][CH:36]=1)([CH3:34])[CH3:33]. (3) The product is: [Br:28][C:29]1[CH:30]=[C:31]([CH:34]=[CH:35][CH:36]=1)[CH2:32][N:9]1[C:10]2[C:16]3[CH:17]=[CH:18][CH:19]=[CH:20][C:15]=3[S:14][C:11]=2[C:12](=[O:13])[N:7]([OH:6])[C:8]1=[O:21]. Given the reactants COC1C=C(OC)C=CC=1C[O:6][N:7]1[C:12](=[O:13])[C:11]2[S:14][C:15]3[CH:20]=[CH:19][CH:18]=[CH:17][C:16]=3[C:10]=2[NH:9][C:8]1=[O:21].[Br:28][C:29]1[CH:30]=[C:31]([CH:34]=[CH:35][CH:36]=1)[CH2:32]Br, predict the reaction product. (4) Given the reactants [Br:1][C:2]1[CH:7]=[C:6]([F:8])[CH:5]=[CH:4][C:3]=1[C@H:9]1[C:14]([C:15]([O:17][CH3:18])=[O:16])=[C:13]([CH3:19])[NH:12][C:11]([C:20]2[S:21][CH:22]=[CH:23][N:24]=2)=[N:10]1.C1C(=O)N([Br:32])C(=O)C1, predict the reaction product. The product is: [Br:1][C:2]1[CH:7]=[C:6]([F:8])[CH:5]=[CH:4][C:3]=1[C@H:9]1[C:14]([C:15]([O:17][CH3:18])=[O:16])=[C:13]([CH2:19][Br:32])[NH:12][C:11]([C:20]2[S:21][CH:22]=[CH:23][N:24]=2)=[N:10]1. (5) Given the reactants [O:1]1[C:6]2[CH:7]=[CH:8][C:9]([S:11][C:12]3[CH:17]=[CH:16][C:15]([C:18]4[CH:23]=[CH:22][N:21]=[CH:20][CH:19]=4)=[CH:14][C:13]=3[C:24]([F:27])([F:26])[F:25])=[CH:10][C:5]=2[O:4][CH2:3][CH2:2]1.OC1CCNC1.[CH2:34]([N:37]1[CH2:42][CH2:41][NH:40][CH2:39][CH2:38]1)[CH:35]=[CH2:36], predict the reaction product. The product is: [CH2:34]([N:37]1[CH2:42][CH2:41][N:40]([C:22]2[CH:23]=[C:18]([C:15]3[CH:16]=[CH:17][C:12]([S:11][C:9]4[CH:8]=[CH:7][C:6]5[O:1][CH2:2][CH2:3][O:4][C:5]=5[CH:10]=4)=[C:13]([C:24]([F:25])([F:26])[F:27])[CH:14]=3)[CH:19]=[CH:20][N:21]=2)[CH2:39][CH2:38]1)[CH:35]=[CH2:36]. (6) Given the reactants N12CCCN=C1CCCCC2.[Br:12][C:13]1[N:18]([CH3:19])[C:17](=[O:20])[NH:16][C:15](=[O:21])[C:14]=1[CH3:22].Cl[CH2:24][O:25][CH2:26][C:27]1[CH:32]=[CH:31][CH:30]=[CH:29][CH:28]=1, predict the reaction product. The product is: [CH2:26]([O:25][CH2:24][N:16]1[C:15](=[O:21])[C:14]([CH3:22])=[C:13]([Br:12])[N:18]([CH3:19])[C:17]1=[O:20])[C:27]1[CH:32]=[CH:31][CH:30]=[CH:29][CH:28]=1.